This data is from Forward reaction prediction with 1.9M reactions from USPTO patents (1976-2016). The task is: Predict the product of the given reaction. (1) Given the reactants [Si:1]([O:8][CH2:9][CH2:10][CH:11]([O:36][C:37]1[CH:42]=[CH:41][CH:40]=[CH:39][CH:38]=1)[C:12]([NH:14][NH:15][C:16]1[CH:21]=[C:20]([C:22]2[CH:27]=[CH:26][N:25]=[C:24]([NH:28][C:29]3[N:30]([CH3:34])[N:31]=[CH:32][CH:33]=3)[N:23]=2)[CH:19]=[C:18]([F:35])[N:17]=1)=O)([C:4]([CH3:7])([CH3:6])[CH3:5])([CH3:3])[CH3:2].CCN(C(C)C)C(C)C.C1C=CC(P(C2C=CC=CC=2)C2C=CC=CC=2)=CC=1.BrBr, predict the reaction product. The product is: [Si:1]([O:8][CH2:9][CH2:10][CH:11]([C:12]1[N:17]2[C:18]([F:35])=[CH:19][C:20]([C:22]3[CH:27]=[CH:26][N:25]=[C:24]([NH:28][C:29]4[N:30]([CH3:34])[N:31]=[CH:32][CH:33]=4)[N:23]=3)=[CH:21][C:16]2=[N:15][N:14]=1)[O:36][C:37]1[CH:42]=[CH:41][CH:40]=[CH:39][CH:38]=1)([C:4]([CH3:5])([CH3:7])[CH3:6])([CH3:2])[CH3:3]. (2) Given the reactants [CH:1]1([CH:7]([NH:26][C:27]2[CH:32]=[CH:31][C:30]([C:33]([NH:35][CH2:36][CH2:37][C:38]([O:40]CC)=[O:39])=[O:34])=[CH:29][CH:28]=2)[C:8]2[O:9][C:10]3[CH:17]=[CH:16][C:15]([O:18][CH2:19][CH2:20][CH2:21][S:22]([CH3:25])(=[O:24])=[O:23])=[CH:14][C:11]=3[C:12]=2[CH3:13])[CH2:6][CH2:5][CH2:4][CH2:3][CH2:2]1.[OH-].[Na+], predict the reaction product. The product is: [CH:1]1([CH:7]([NH:26][C:27]2[CH:32]=[CH:31][C:30]([C:33]([NH:35][CH2:36][CH2:37][C:38]([OH:40])=[O:39])=[O:34])=[CH:29][CH:28]=2)[C:8]2[O:9][C:10]3[CH:17]=[CH:16][C:15]([O:18][CH2:19][CH2:20][CH2:21][S:22]([CH3:25])(=[O:23])=[O:24])=[CH:14][C:11]=3[C:12]=2[CH3:13])[CH2:2][CH2:3][CH2:4][CH2:5][CH2:6]1.